This data is from Reaction yield outcomes from USPTO patents with 853,638 reactions. The task is: Predict the reaction yield, written as a fraction of the theoretical maximum amount of product (1.0 means a 100% yield; for example, 0.34 means a 34% yield). (1) The reactants are CC(OC(/N=N/C(OC(C)C)=O)=O)C.[CH2:15]([N:17]1[C:23]2[N:24]=[CH:25][C:26]([CH2:28][CH2:29][OH:30])=[CH:27][C:22]=2[C:21](=[O:31])[N:20]([CH3:32])[C:19]2[CH:33]=[CH:34][CH:35]=[N:36][C:18]1=2)[CH3:16].O[C:38]1[CH:45]=[CH:44][C:41]([CH:42]=[O:43])=[CH:40][C:39]=1[CH3:46].C1C=CC(P(C2C=CC=CC=2)C2C=CC=CC=2)=CC=1. The catalyst is C1COCC1. The product is [CH2:15]([N:17]1[C:23]2[N:24]=[CH:25][C:26]([CH2:28][CH2:29][O:30][C:38]3[CH:45]=[CH:44][C:41]([CH:42]=[O:43])=[CH:40][C:39]=3[CH3:46])=[CH:27][C:22]=2[C:21](=[O:31])[N:20]([CH3:32])[C:19]2[CH:33]=[CH:34][CH:35]=[N:36][C:18]1=2)[CH3:16]. The yield is 0.640. (2) The reactants are [CH3:1][C:2]1([CH3:24])[CH2:11][CH2:10][C:9]([CH3:13])([CH3:12])[C:8]2[CH:7]=[C:6]([CH:14]([OH:17])[C:15]#[CH:16])[CH:5]=[C:4]([O:18][CH2:19][CH2:20][O:21][CH2:22][CH3:23])[C:3]1=2.I[C:26]1[CH:34]=[CH:33][C:29]([C:30]([OH:32])=[O:31])=[CH:28][CH:27]=1.[Cl-].[NH4+]. The catalyst is CN(C=O)C.C(N(CC)CC)C.[Cu](I)I. The product is [OH:17][CH:14]([C:6]1[CH:5]=[C:4]([O:18][CH2:19][CH2:20][O:21][CH2:22][CH3:23])[C:3]2[C:2]([CH3:24])([CH3:1])[CH2:11][CH2:10][C:9]([CH3:12])([CH3:13])[C:8]=2[CH:7]=1)[C:15]#[C:16][C:26]1[CH:34]=[CH:33][C:29]([C:30]([OH:32])=[O:31])=[CH:28][CH:27]=1. The yield is 0.500. (3) The reactants are [F:1][C:2]1[CH:7]=[CH:6][C:5]([N:8]2[C:12](=[O:13])[N:11]([CH3:14])[N:10]=[N:9]2)=[C:4]([O:15]C(C)C)[CH:3]=1.[N+:19]([O-])([OH:21])=[O:20]. The catalyst is OS(O)(=O)=O. The product is [F:1][C:2]1[C:7]([N+:19]([O-:21])=[O:20])=[CH:6][C:5]([N:8]2[C:12](=[O:13])[N:11]([CH3:14])[N:10]=[N:9]2)=[C:4]([OH:15])[CH:3]=1. The yield is 0.830. (4) The reactants are [C:1]([O:5][C:6]([NH:8][C@@H:9]1[CH2:14][CH2:13][C@H:12]([C:15](O)=[O:16])[CH2:11][CH2:10]1)=[O:7])([CH3:4])([CH3:3])[CH3:2].CN1CCOCC1.ClC(OCC(C)C)=O.[BH4-].[Na+]. The catalyst is C1COCC1.CO. The product is [C:1]([O:5][C:6]([NH:8][C@H:9]1[CH2:10][CH2:11][C@@H:12]([CH2:15][OH:16])[CH2:13][CH2:14]1)=[O:7])([CH3:4])([CH3:3])[CH3:2]. The yield is 1.00. (5) The reactants are [CH3:1][O:2][C:3](=[O:23])[C:4]1[CH:9]=[C:8]([N+:10]([O-])=O)[C:7]([NH2:13])=[C:6]([F:14])[C:5]=1[NH:15][C:16]1[CH:21]=[CH:20][CH:19]=[CH:18][C:17]=1[Cl:22]. The catalyst is CC(O)=O.C(OCC)(=O)C.[Zn]. The product is [CH3:1][O:2][C:3](=[O:23])[C:4]1[CH:9]=[C:8]([NH2:10])[C:7]([NH2:13])=[C:6]([F:14])[C:5]=1[NH:15][C:16]1[CH:21]=[CH:20][CH:19]=[CH:18][C:17]=1[Cl:22]. The yield is 0.480.